From a dataset of Peptide-MHC class I binding affinity with 185,985 pairs from IEDB/IMGT. Regression. Given a peptide amino acid sequence and an MHC pseudo amino acid sequence, predict their binding affinity value. This is MHC class I binding data. (1) The peptide sequence is ASWHDALDL. The MHC is HLA-B15:17 with pseudo-sequence HLA-B15:17. The binding affinity (normalized) is 0.902. (2) The peptide sequence is SYSKMSVVMR. The MHC is HLA-A03:01 with pseudo-sequence HLA-A03:01. The binding affinity (normalized) is 0.149. (3) The peptide sequence is VAHSSLYGRY. The MHC is HLA-A30:01 with pseudo-sequence HLA-A30:01. The binding affinity (normalized) is 0.159. (4) The peptide sequence is AVTLNRIKI. The MHC is HLA-A02:06 with pseudo-sequence HLA-A02:06. The binding affinity (normalized) is 0.174. (5) The peptide sequence is SYPPPPASF. The MHC is HLA-B15:01 with pseudo-sequence HLA-B15:01. The binding affinity (normalized) is 0.149. (6) The peptide sequence is DIAEHGAYY. The MHC is HLA-B40:01 with pseudo-sequence HLA-B40:01. The binding affinity (normalized) is 0.0847.